Dataset: Reaction yield outcomes from USPTO patents with 853,638 reactions. Task: Predict the reaction yield, written as a fraction of the theoretical maximum amount of product (1.0 means a 100% yield; for example, 0.34 means a 34% yield). (1) The catalyst is [Cu]I.Cl[Pd](Cl)([P](C1C=CC=CC=1)(C1C=CC=CC=1)C1C=CC=CC=1)[P](C1C=CC=CC=1)(C1C=CC=CC=1)C1C=CC=CC=1.C1COCC1. The product is [I:7][C:8]1[CH:13]=[CH:12][C:11]([C:6]#[C:5][Si:2]([CH3:4])([CH3:3])[CH3:1])=[CH:10][CH:9]=1. The reactants are [CH3:1][Si:2]([C:5]#[CH:6])([CH3:4])[CH3:3].[I:7][C:8]1[CH:13]=[CH:12][C:11](I)=[CH:10][CH:9]=1. The yield is 0.850. (2) The reactants are [C:1](Cl)(=[O:4])[CH:2]=[CH2:3].[CH3:6][O:7][C:8]1[CH:13]=[C:12]([C:14]2[CH2:15][CH2:16][N:17]([CH3:20])[CH2:18][CH:19]=2)[C:11]([NH2:21])=[CH:10][C:9]=1[NH:22][C:23]1[N:28]=[C:27]([C:29]2[CH:30]=[N:31][N:32]3[CH:37]=[CH:36][CH:35]=[CH:34][C:33]=23)[CH:26]=[CH:25][N:24]=1.C(N(CC)CC)C. The catalyst is C1COCC1. The product is [CH3:6][O:7][C:8]1[C:9]([NH:22][C:23]2[N:28]=[C:27]([C:29]3[CH:30]=[N:31][N:32]4[CH:37]=[CH:36][CH:35]=[CH:34][C:33]=34)[CH:26]=[CH:25][N:24]=2)=[CH:10][C:11]([NH:21][C:1](=[O:4])[CH:2]=[CH2:3])=[C:12]([C:14]2[CH2:15][CH2:16][N:17]([CH3:20])[CH2:18][CH:19]=2)[CH:13]=1. The yield is 0.140. (3) The reactants are NC1N(CC)C=NC=1C(OCC)=O.[Cl:14]C1C=CC(N=C=S)=CC=1.ClC1C=CC(NC(NC2C=CC(Cl)=CC=2)=S)=CC=1.NC(N)=S.[Cl:46][C:47]1[CH:52]=[CH:51][C:50]([NH:53][C:54]([NH:56][C:57]2[N:61]([CH2:62][CH3:63])[CH:60]=[N:59][C:58]=2[C:64]([O:66]CC)=O)=[S:55])=[CH:49][CH:48]=1. The catalyst is N1C=CC=CC=1.[OH-].[Na+]. The product is [ClH:14].[Cl:46][C:47]1[CH:48]=[CH:49][C:50]([N:53]2[C:64](=[O:66])[C:58]3[N:59]=[CH:60][N:61]([CH2:62][CH3:63])[C:57]=3[NH:56][C:54]2=[S:55])=[CH:51][CH:52]=1. The yield is 0.720. (4) The reactants are [CH3:1][C:2]([CH3:8])([CH3:7])[CH:3]([OH:6])[C:4]#[CH:5].[Si:9](OS(C(F)(F)F)(=O)=O)([C:12]([CH3:15])([CH3:14])[CH3:13])([CH3:11])[CH3:10].N1C=CN=C1.C([O-])(O)=O.[Na+]. The catalyst is C(Cl)Cl. The product is [C:12]([Si:9]([O:6][CH:3]([C:2]([CH3:8])([CH3:7])[CH3:1])[C:4]#[CH:5])([CH3:11])[CH3:10])([CH3:15])([CH3:14])[CH3:13]. The yield is 0.430. (5) The reactants are C1([SiH3])C=CC=CC=1.N1CCCC1.CO.[O:15]([C:22]1[CH:23]=[C:24]([C:28]2[CH2:29][CH2:30][CH2:31][N:32]=2)[CH:25]=[CH:26][CH:27]=1)[C:16]1[CH:21]=[CH:20][CH:19]=[CH:18][CH:17]=1. The catalyst is C1COCC1. The product is [O:15]([C:22]1[CH:23]=[C:24]([C@@H:28]2[CH2:29][CH2:30][CH2:31][NH:32]2)[CH:25]=[CH:26][CH:27]=1)[C:16]1[CH:17]=[CH:18][CH:19]=[CH:20][CH:21]=1. The yield is 0.480.